The task is: Predict the reactants needed to synthesize the given product.. This data is from Full USPTO retrosynthesis dataset with 1.9M reactions from patents (1976-2016). (1) Given the product [Br:13][C:14]1[CH:21]=[C:20]([O:4][CH2:3][CH2:2][Cl:1])[C:19]([N+:23]([O-:25])=[O:24])=[CH:18][C:15]=1[C:16]#[N:17], predict the reactants needed to synthesize it. The reactants are: [Cl:1][CH2:2][CH2:3][OH:4].C([N-]C(C)C)(C)C.[Li+].[Br:13][C:14]1[CH:21]=[C:20](F)[C:19]([N+:23]([O-:25])=[O:24])=[CH:18][C:15]=1[C:16]#[N:17].O. (2) Given the product [Cl:1][C:2]1[CH:3]=[CH:4][C:5]([O:25][C:26]2[CH:31]=[C:30]([F:32])[C:29]([S:33](=[O:51])(=[O:52])[N:34]([CH2:40][C:41]3[CH:46]=[CH:45][C:44]([O:47][CH3:48])=[CH:43][C:42]=3[O:49][CH3:50])[C:35]3[S:36][CH:37]=[CH:38][N:39]=3)=[CH:28][C:27]=2[Cl:53])=[C:6]([CH2:8][CH2:9][CH2:10][N:11]([C:17]([O:19][CH2:20][CH2:21][CH2:22][CH2:23][CH3:24])=[O:18])[CH2:12][C:13]([OH:15])=[O:14])[CH:7]=1, predict the reactants needed to synthesize it. The reactants are: [Cl:1][C:2]1[CH:3]=[CH:4][C:5]([O:25][C:26]2[CH:31]=[C:30]([F:32])[C:29]([S:33](=[O:52])(=[O:51])[N:34]([CH2:40][C:41]3[CH:46]=[CH:45][C:44]([O:47][CH3:48])=[CH:43][C:42]=3[O:49][CH3:50])[C:35]3[S:36][CH:37]=[CH:38][N:39]=3)=[CH:28][C:27]=2[Cl:53])=[C:6]([CH2:8][CH2:9][CH2:10][N:11]([C:17]([O:19][CH2:20][CH2:21][CH2:22][CH2:23][CH3:24])=[O:18])[CH2:12][C:13]([O:15]C)=[O:14])[CH:7]=1.O.[OH-].[Li+].O.Cl. (3) Given the product [Cl:1][C:2]1[CH:27]=[CH:26][C:5]([C:6]([NH:8][CH2:9][C:10]2[CH:15]=[CH:14][C:13]([S:16]([N:19]3[CH2:24][CH2:23][CH:22]([NH:34][CH2:28][CH2:29][CH2:30][CH2:31][CH2:32][CH3:33])[CH2:21][CH2:20]3)(=[O:18])=[O:17])=[CH:12][CH:11]=2)=[O:7])=[CH:4][CH:3]=1, predict the reactants needed to synthesize it. The reactants are: [Cl:1][C:2]1[CH:27]=[CH:26][C:5]([C:6]([NH:8][CH2:9][C:10]2[CH:15]=[CH:14][C:13]([S:16]([N:19]3[CH2:24][CH2:23][C:22](=O)[CH2:21][CH2:20]3)(=[O:18])=[O:17])=[CH:12][CH:11]=2)=[O:7])=[CH:4][CH:3]=1.[CH2:28]([NH2:34])[CH2:29][CH2:30][CH2:31][CH2:32][CH3:33]. (4) Given the product [Cl:1][C:2]1[C:11]2[C:6](=[CH:7][CH:8]=[CH:9][CH:10]=2)[C:5]([O:12][CH2:19][C:20]2[CH:25]=[CH:24][CH:23]=[CH:22][CH:21]=2)=[CH:4][N:3]=1, predict the reactants needed to synthesize it. The reactants are: [Cl:1][C:2]1[C:11]2[C:6](=[CH:7][CH:8]=[CH:9][CH:10]=2)[C:5]([OH:12])=[CH:4][N:3]=1.C(=O)([O-])[O-].[K+].[K+].[CH2:19](Br)[C:20]1[CH:25]=[CH:24][CH:23]=[CH:22][CH:21]=1. (5) Given the product [CH3:34][O:33][C:30]1[CH:31]=[C:32]2[C:27](=[CH:28][CH:29]=1)[N:26]=[CH:25][CH:24]=[C:23]2[C@@H:2]([OH:1])[CH2:3][CH2:4][C@@H:5]1[CH2:10][CH2:9][N:8]([CH:11]2[CH2:12][CH:13]([C:15]3[CH:20]=[CH:19][CH:18]=[CH:17][CH:16]=3)[CH2:14]2)[CH2:7][C@@H:6]1[C:21]1[N:35]=[N:36][NH:37][N:22]=1, predict the reactants needed to synthesize it. The reactants are: [OH:1][C@H:2]([C:23]1[C:32]2[C:27](=[CH:28][CH:29]=[C:30]([O:33][CH3:34])[CH:31]=2)[N:26]=[CH:25][CH:24]=1)[CH2:3][CH2:4][C@@H:5]1[CH2:10][CH2:9][N:8]([CH:11]2[CH2:14][CH:13]([C:15]3[CH:20]=[CH:19][CH:18]=[CH:17][CH:16]=3)[CH2:12]2)[CH2:7][C@@H:6]1[C:21]#[N:22].[N-:35]=[N+:36]=[N-:37].[Na+].Cl. (6) Given the product [Cl:1][CH:23]1[C:29]2[C:7]3[CH:8]=[CH:3][CH:4]=[CH:5][C:6]=3[N:9]([CH2:12][CH2:13][N:14]3[CH2:19][CH2:18][O:17][CH2:16][CH2:15]3)[C:30]=2[CH2:31][CH2:32][N:24]1[CH3:27], predict the reactants needed to synthesize it. The reactants are: [ClH:1].Cl[C:3]1[CH:8]=[CH:7][C:6]([NH:9]N)=[CH:5][CH:4]=1.Br[CH2:12][CH2:13][N:14]1[CH2:19][CH2:18][O:17][CH2:16][CH2:15]1.C(C1[CH:32]=[CH:31][CH:30]=[CH:29][C:23]=1[N:24]([CH2:27]C)CC)C.Cl.CN1CCC(=O)CC1. (7) Given the product [CH3:1][C:2]1[O:6][N:5]=[C:4]([C:7]2[CH:12]=[CH:11][CH:10]=[CH:9][CH:8]=2)[C:3]=1[C:13]1[O:14][C:31]([C:22]2[CH:27]=[CH:26][CH:25]=[CH:24][C:23]=2[CH3:28])=[N:16][N:15]=1, predict the reactants needed to synthesize it. The reactants are: [CH3:1][C:2]1[O:6][N:5]=[C:4]([C:7]2[CH:12]=[CH:11][CH:10]=[CH:9][CH:8]=2)[C:3]=1[C:13]([NH:15][NH2:16])=[O:14].P(Cl)(Cl)(Cl)=O.[C:22]1([CH3:31])[C:23]([C:28](O)=O)=[CH:24][CH:25]=[CH:26][CH:27]=1.C(=O)([O-])[O-].[Na+].[Na+]. (8) Given the product [CH3:1][CH2:2][CH2:3][C:4]1[C:5]2[N:14]=[C:13]([C:15]3[CH:16]=[C:17]([S:24]([N:27]4[CH2:32][CH2:31][N:30]([CH3:33])[CH2:29][CH2:28]4)(=[O:25])=[O:26])[CH:18]=[CH:19][C:20]=3[O:21][CH2:22][CH3:23])[NH:12][C:10](=[O:11])[C:6]=2[N:7]([CH3:9])[N:8]=1, predict the reactants needed to synthesize it. The reactants are: [CH3:1][CH2:2][CH2:3][C:4]1[C:5]2[N:14]=[C:13]([C:15]3[CH:16]=[C:17]([S:24]([N:27]4[CH2:32][CH2:31][N:30]([CH3:33])[CH2:29][CH2:28]4)(=[O:26])=[O:25])[CH:18]=[CH:19][C:20]=3[O:21][CH2:22][CH3:23])[NH:12][C:10](=[O:11])[C:6]=2[N:7]([CH3:9])[N:8]=1.C(C(O)(C(O)=O)CC(O)=O)C(O)=O. (9) Given the product [CH2:20]([N:12]1[C:13]2[C:18](=[CH:17][C:16]([CH3:19])=[CH:15][CH:14]=2)[C:10]([OH:9])([CH2:29][C:28]2[CH:31]=[CH:32][C:25]([O:24][CH3:23])=[CH:26][CH:27]=2)[C:11]1=[O:22])[CH3:21], predict the reactants needed to synthesize it. The reactants are: C([O:9][CH:10]1[C:18]2[C:13](=[CH:14][CH:15]=[C:16]([CH3:19])[CH:17]=2)[N:12]([CH2:20][CH3:21])[C:11]1=[O:22])(=O)C1C=CC=CC=1.[CH3:23][O:24][C:25]1[CH:32]=[CH:31][C:28]([CH2:29]Cl)=[CH:27][CH:26]=1. (10) Given the product [OH:8][CH2:9][CH2:10][CH:11]1[C:16]2[CH:17]=[CH:18][C:19]([C:21]([NH2:23])=[O:22])=[CH:20][C:15]=2[CH2:14][CH2:13][O:12]1, predict the reactants needed to synthesize it. The reactants are: [Si]([O:8][CH2:9][CH2:10][CH:11]1[C:16]2[CH:17]=[CH:18][C:19]([C:21]([NH2:23])=[O:22])=[CH:20][C:15]=2[CH2:14][CH2:13][O:12]1)(C(C)(C)C)(C)C.